This data is from Reaction yield outcomes from USPTO patents with 853,638 reactions. The task is: Predict the reaction yield, written as a fraction of the theoretical maximum amount of product (1.0 means a 100% yield; for example, 0.34 means a 34% yield). (1) The reactants are [OH:1][CH:2]([CH3:10])[C:3]([N:5]1[CH2:9][CH2:8][CH2:7][CH2:6]1)=[O:4].N1C=CN=C1.[Si:16](Cl)([C:19]([CH3:22])([CH3:21])[CH3:20])([CH3:18])[CH3:17]. The catalyst is CN(C=O)C.CN(C1C=CN=CC=1)C. The product is [C:19]([Si:16]([CH3:18])([CH3:17])[O:1][CH:2]([CH3:10])[C:3]([N:5]1[CH2:9][CH2:8][CH2:7][CH2:6]1)=[O:4])([CH3:22])([CH3:21])[CH3:20]. The yield is 0.860. (2) The reactants are C([N:8]1[CH2:13][CH2:12][CH:11]([NH:14][C:15]2[N:24]=[CH:23][C:22]3[CH2:21][CH2:20][C:19]4[C:25]([C:29]([NH2:31])=[O:30])=[N:26][N:27]([CH3:28])[C:18]=4[C:17]=3[N:16]=2)[CH2:10][CH2:9]1)C1C=CC=CC=1.C(O)=O. The catalyst is C(O)C.[Pd]. The product is [CH3:28][N:27]1[C:18]2[C:17]3[N:16]=[C:15]([NH:14][CH:11]4[CH2:10][CH2:9][NH:8][CH2:13][CH2:12]4)[N:24]=[CH:23][C:22]=3[CH2:21][CH2:20][C:19]=2[C:25]([C:29]([NH2:31])=[O:30])=[N:26]1. The yield is 0.450. (3) The reactants are [CH:1]1[C:14]2[C:13](=[O:15])[C:12]3[C:7](=[CH:8][CH:9]=[CH:10][CH:11]=3)[C:6](=[O:16])[C:5]=2[CH:4]=[CH:3][C:2]=1[S:17](Cl)(=[O:19])=[O:18].[CH3:21][N:22]1[CH2:27][CH2:26][NH:25][CH2:24][CH2:23]1.[OH-].[Na+]. The catalyst is COCCO.C(O)C.O. The product is [CH3:21][N:22]1[CH2:27][CH2:26][N:25]([S:17]([C:2]2[CH:3]=[CH:4][C:5]3[C:6](=[O:16])[C:7]4[C:12](=[CH:11][CH:10]=[CH:9][CH:8]=4)[C:13](=[O:15])[C:14]=3[CH:1]=2)(=[O:19])=[O:18])[CH2:24][CH2:23]1. The yield is 0.880. (4) The reactants are [NH:1]1[CH2:8][CH2:7][CH2:6][C@@H:2]1[C:3]([OH:5])=[O:4].[C:9](Cl)(=[O:13])[C:10]([CH3:12])=[CH2:11]. The catalyst is [OH-].[Na+].CC(C)=O. The product is [C:9]([N:1]1[CH2:8][CH2:7][CH2:6][C@@H:2]1[C:3]([OH:5])=[O:4])(=[O:13])[C:10]([CH3:12])=[CH2:11]. The yield is 0.680.